From a dataset of Reaction yield outcomes from USPTO patents with 853,638 reactions. Predict the reaction yield, written as a fraction of the theoretical maximum amount of product (1.0 means a 100% yield; for example, 0.34 means a 34% yield). (1) No catalyst specified. The yield is 0.870. The product is [Br:13][C:3]1[CH:4]=[CH:5][C:6]([F:8])=[CH:7][C:2]=1[O:9][CH2:10][C:11]#[CH:12]. The reactants are F[C:2]1([O:9][C:10]#[C:11][CH3:12])[CH:7]=[C:6]([F:8])[CH:5]=[CH:4][CH2:3]1.[Br:13]C1C=CC(F)=CC=1O. (2) The catalyst is C(O)(C)C.O. The product is [Br:1][C:2]1[C:3]([F:17])=[C:4]([CH:5]=[C:6]([CH3:8])[CH:7]=1)[NH2:9]. The reactants are [Br:1][C:2]1[C:3]([F:17])=[C:4]([NH:9]C(=O)OC(C)(C)C)[CH:5]=[C:6]([CH3:8])[CH:7]=1.Cl.[OH-].[Na+]. The yield is 0.900. (3) The reactants are [CH3:1][O:2][C:3]1[CH:4]=[C:5]2[C:10](=[CH:11][C:12]=1[O:13][CH3:14])[N:9]=[CH:8][CH:7]=[C:6]2[O:15][C:16]1[CH:21]=[CH:20][C:19]([NH:22][C:23]([C:25]2([C:36]([NH:38][C:39]3[CH:44]=[CH:43][C:42]([F:45])=[CH:41][CH:40]=3)=[O:37])[CH2:28][N:27](CC3C=CC=CC=3)[CH2:26]2)=[O:24])=[CH:18][CH:17]=1.C(O)(=O)C. The catalyst is CO.[Pd]. The product is [CH3:1][O:2][C:3]1[CH:4]=[C:5]2[C:10](=[CH:11][C:12]=1[O:13][CH3:14])[N:9]=[CH:8][CH:7]=[C:6]2[O:15][C:16]1[CH:17]=[CH:18][C:19]([NH:22][C:23]([C:25]2([C:36]([NH:38][C:39]3[CH:40]=[CH:41][C:42]([F:45])=[CH:43][CH:44]=3)=[O:37])[CH2:26][NH:27][CH2:28]2)=[O:24])=[CH:20][CH:21]=1. The yield is 0.320. (4) The reactants are [OH:1][C:2]1[CH:3]=[C:4]([CH:8]=[CH:9][C:10]=1[CH3:11])[C:5]([OH:7])=O.[CH2:12]1[C@H:21]2[C@H:16]([CH2:17][CH2:18][C:19]3[CH:25]=[CH:24][CH:23]=[CH:22][C:20]=32)[NH:15][CH2:14][CH2:13]1.F[P-](F)(F)(F)(F)F.N1(OC(N(C)C)=[N+](C)C)C2N=CC=CC=2N=N1. No catalyst specified. The product is [CH2:12]1[C@H:21]2[C@H:16]([CH2:17][CH2:18][C:19]3[CH:25]=[CH:24][CH:23]=[CH:22][C:20]=32)[N:15]([C:5]([C:4]2[CH:8]=[CH:9][C:10]([CH3:11])=[C:2]([OH:1])[CH:3]=2)=[O:7])[CH2:14][CH2:13]1. The yield is 0.770. (5) The reactants are [CH3:1][N:2]1[CH2:7][CH2:6][N:5]([C:8]([O:10][CH:11]2[N:20]([C:21]3[CH:22]=[CH:23][C:24]([Cl:27])=[CH:25][N:26]=3)[C:18](=[O:19])[C:13]3[N:14]=[CH:15][CH:16]=[N:17][C:12]2=3)=[O:9])[CH2:4][CH2:3]1.C(C(O)=O)[C@@H](O)C(O)=O. The catalyst is CC(C)=O. The product is [CH3:1][N:2]1[CH2:7][CH2:6][N:5]([C:8]([O:10][C@@H:11]2[N:20]([C:21]3[CH:22]=[CH:23][C:24]([Cl:27])=[CH:25][N:26]=3)[C:18](=[O:19])[C:13]3[N:14]=[CH:15][CH:16]=[N:17][C:12]2=3)=[O:9])[CH2:4][CH2:3]1. The yield is 0.880.